Dataset: Forward reaction prediction with 1.9M reactions from USPTO patents (1976-2016). Task: Predict the product of the given reaction. (1) The product is: [C:47]([O:46][C:44]([NH:51][CH2:52][C:53]([O:26][C:23]1([CH2:22][CH2:21][CH2:20][O:19][C:15]2[CH:14]=[C:13]3[C:18]([C:9]([O:8][C:7]4[CH:6]=[CH:5][C:4]([NH:27][C:28]([C:30]5[C:31](=[O:43])[N:32]([C:37]6[CH:38]=[CH:39][CH:40]=[CH:41][CH:42]=6)[N:33]([CH3:36])[C:34]=5[CH3:35])=[O:29])=[CH:3][C:2]=4[F:1])=[CH:10][CH:11]=[N:12]3)=[CH:17][CH:16]=2)[CH2:25][CH2:24]1)=[O:54])=[O:45])([CH3:50])([CH3:49])[CH3:48]. Given the reactants [F:1][C:2]1[CH:3]=[C:4]([NH:27][C:28]([C:30]2[C:31](=[O:43])[N:32]([C:37]3[CH:42]=[CH:41][CH:40]=[CH:39][CH:38]=3)[N:33]([CH3:36])[C:34]=2[CH3:35])=[O:29])[CH:5]=[CH:6][C:7]=1[O:8][C:9]1[C:18]2[C:13](=[CH:14][C:15]([O:19][CH2:20][CH2:21][CH2:22][C:23]3([OH:26])[CH2:25][CH2:24]3)=[CH:16][CH:17]=2)[N:12]=[CH:11][CH:10]=1.[C:44]([NH:51][CH2:52][C:53](O)=[O:54])([O:46][C:47]([CH3:50])([CH3:49])[CH3:48])=[O:45].C1CCC(N=C=NC2CCCCC2)CC1, predict the reaction product. (2) Given the reactants C(OC([N:8]1[CH2:13][CH2:12][CH:11]([N:14]2[CH2:18][CH2:17][C@@H:16]([CH2:19][C:20]3[C:25]([Cl:26])=[CH:24][C:23]([C:27]4[CH:32]=[CH:31][C:30]([F:33])=[CH:29][CH:28]=4)=[CH:22][C:21]=3[Cl:34])[C:15]2=[O:35])[CH2:10][CH2:9]1)=O)(C)(C)C.[F:36][C:37]([F:42])([F:41])[C:38]([OH:40])=[O:39], predict the reaction product. The product is: [F:36][C:37]([F:42])([F:41])[C:38]([OH:40])=[O:39].[Cl:34][C:21]1[CH:22]=[C:23]([C:27]2[CH:28]=[CH:29][C:30]([F:33])=[CH:31][CH:32]=2)[CH:24]=[C:25]([Cl:26])[C:20]=1[CH2:19][C@@H:16]1[CH2:17][CH2:18][N:14]([CH:11]2[CH2:12][CH2:13][NH:8][CH2:9][CH2:10]2)[C:15]1=[O:35]. (3) Given the reactants [OH-].[Na+].[CH2:3]([O:7][C:8]1[CH:13]=[CH:12][CH:11]=[CH:10][C:9]=1[C:14](=[O:16])[CH3:15])[CH:4]([CH3:6])[CH3:5].[CH3:17][C:18]1[C:26]2[C:21](=[CH:22][CH:23]=[C:24]([CH:27]=O)[CH:25]=2)[NH:20][N:19]=1, predict the reaction product. The product is: [CH2:3]([O:7][C:8]1[CH:13]=[CH:12][CH:11]=[CH:10][C:9]=1[C:14](=[O:16])/[CH:15]=[CH:27]/[C:24]1[CH:25]=[C:26]2[C:21](=[CH:22][CH:23]=1)[NH:20][N:19]=[C:18]2[CH3:17])[CH:4]([CH3:6])[CH3:5]. (4) Given the reactants N(C(OC(C)C)=O)=NC(OC(C)C)=O.C1(P(C2C=CC=CC=2)C2C=CC=CC=2)C=CC=CC=1.[CH2:34]([O:41][C:42]1[CH:51]=[CH:50][C:45]([C:46]([O:48][CH3:49])=[O:47])=[CH:44][C:43]=1[OH:52])[C:35]1[CH:40]=[CH:39][CH:38]=[CH:37][CH:36]=1.[F:53][C:54]([F:59])([F:58])[CH2:55][CH2:56]O, predict the reaction product. The product is: [CH2:34]([O:41][C:42]1[CH:51]=[CH:50][C:45]([C:46]([O:48][CH3:49])=[O:47])=[CH:44][C:43]=1[O:52][CH2:56][CH2:55][C:54]([F:59])([F:58])[F:53])[C:35]1[CH:36]=[CH:37][CH:38]=[CH:39][CH:40]=1. (5) Given the reactants [F:1][C:2]1[CH:12]=[C:11]([F:13])[CH:10]=[CH:9][C:3]=1[CH:4]=[CH:5][C:6]([OH:8])=O.[NH2:14][CH:15]([C:17]1[CH:18]=[C:19]2[C:23](=[CH:24][CH:25]=1)[N:22]([C:26]([O:28][CH3:29])=[O:27])[CH2:21][CH2:20]2)[CH3:16].CCN=C=NCCCN(C)C.Cl.C(N(CC)CC)C, predict the reaction product. The product is: [F:1][C:2]1[CH:12]=[C:11]([F:13])[CH:10]=[CH:9][C:3]=1[CH:4]=[CH:5][C:6]([NH:14][CH:15]([C:17]1[CH:18]=[C:19]2[C:23](=[CH:24][CH:25]=1)[N:22]([C:26]([O:28][CH3:29])=[O:27])[CH2:21][CH2:20]2)[CH3:16])=[O:8]. (6) The product is: [F:22][C:16]1[CH:17]=[CH:18][CH:19]=[C:20]([F:21])[C:15]=1[NH:14][C:12](=[O:13])[C@@H:11]([NH:10][C:9]([C@H:8]1[O:7][C@@H:6]1[C:4]([OH:5])=[O:3])=[O:27])[CH2:23][CH:24]([CH3:26])[CH3:25]. Given the reactants C([O:3][C:4]([C@@H:6]1[C@@H:8]([C:9](=[O:27])[NH:10][C@@H:11]([CH2:23][CH:24]([CH3:26])[CH3:25])[C:12]([NH:14][C:15]2[C:20]([F:21])=[CH:19][CH:18]=[CH:17][C:16]=2[F:22])=[O:13])[O:7]1)=[O:5])C.[Li+].[OH-], predict the reaction product. (7) Given the reactants FC(F)(F)C([O:5][CH2:6][CH2:7][CH2:8][N:9]1[C:14](=[O:15])[C:13]2[C:16]([CH2:31][C:32]3[CH:37]=[CH:36][C:35]([Cl:38])=[CH:34][CH:33]=3)=[C:17]([O:19][C:20]3[CH:25]=[CH:24][CH:23]=[C:22]([O:26][C:27]([F:30])([F:29])[F:28])[CH:21]=3)[S:18][C:12]=2[N:11]([CH3:39])[C:10]1=[O:40])=O.[Li+].[OH-].O, predict the reaction product. The product is: [Cl:38][C:35]1[CH:36]=[CH:37][C:32]([CH2:31][C:16]2[C:13]3[C:14](=[O:15])[N:9]([CH2:8][CH2:7][CH2:6][OH:5])[C:10](=[O:40])[N:11]([CH3:39])[C:12]=3[S:18][C:17]=2[O:19][C:20]2[CH:25]=[CH:24][CH:23]=[C:22]([O:26][C:27]([F:28])([F:29])[F:30])[CH:21]=2)=[CH:33][CH:34]=1.